Dataset: CYP2C19 inhibition data for predicting drug metabolism from PubChem BioAssay. Task: Regression/Classification. Given a drug SMILES string, predict its absorption, distribution, metabolism, or excretion properties. Task type varies by dataset: regression for continuous measurements (e.g., permeability, clearance, half-life) or binary classification for categorical outcomes (e.g., BBB penetration, CYP inhibition). Dataset: cyp2c19_veith. The drug is O=C(c1cnccn1)N1CCC2(CCCN(Cc3nccs3)C2)CC1. The result is 1 (inhibitor).